This data is from Forward reaction prediction with 1.9M reactions from USPTO patents (1976-2016). The task is: Predict the product of the given reaction. (1) Given the reactants Cl[C:2]1[C:3]([C:16]2[CH:21]=[CH:20][C:19]([F:22])=[CH:18][CH:17]=2)=[N:4][C:5]2[C:10]([N:11]=1)=[CH:9][C:8]([C:12]([O:14][CH3:15])=[O:13])=[CH:7][CH:6]=2.Cl.[CH3:24][C@@H:25]1[CH2:29][CH2:28][CH2:27][NH:26]1.CCN(C(C)C)C(C)C, predict the reaction product. The product is: [F:22][C:19]1[CH:20]=[CH:21][C:16]([C:3]2[C:2]([N:26]3[CH2:27][CH2:28][CH2:29][C@H:25]3[CH3:24])=[N:11][C:10]3[C:5](=[CH:6][CH:7]=[C:8]([C:12]([O:14][CH3:15])=[O:13])[CH:9]=3)[N:4]=2)=[CH:17][CH:18]=1. (2) Given the reactants [NH:1]1[CH2:5][CH2:4][CH2:3][CH:2]1[CH:6]1[CH2:10][CH2:9][CH2:8][NH:7]1.C(=O)([O-])[O-].[K+].[K+].F[C:18]1[CH:23]=[CH:22][C:21]([N+:24]([O-:26])=[O:25])=[CH:20][CH:19]=1, predict the reaction product. The product is: [N+:24]([C:21]1[CH:22]=[CH:23][C:18]([N:1]2[CH2:5][CH2:4][CH2:3][CH:2]2[CH:6]2[CH2:10][CH2:9][CH2:8][N:7]2[C:18]2[CH:23]=[CH:22][C:21]([N+:24]([O-:26])=[O:25])=[CH:20][CH:19]=2)=[CH:19][CH:20]=1)([O-:26])=[O:25]. (3) Given the reactants [Cl:1][C:2]1[CH:7]=[CH:6][CH:5]=[C:4]([F:8])[C:3]=1[C:9]1[NH:10][C:11](=[O:22])[N:12]([C:14]2[CH:19]=[CH:18][C:17]([C:20]#[CH:21])=[CH:16][CH:15]=2)[N:13]=1.I[C:24]1[CH:25]=[CH:26][C:27]([N:30]2[CH2:35][CH2:34][O:33][CH2:32][CH2:31]2)=[N:28][CH:29]=1.CCCC[N+](CCCC)(CCCC)CCCC.[F-], predict the reaction product. The product is: [Cl:1][C:2]1[CH:7]=[CH:6][CH:5]=[C:4]([F:8])[C:3]=1[C:9]1[NH:10][C:11](=[O:22])[N:12]([C:14]2[CH:19]=[CH:18][C:17]([C:20]#[C:21][C:24]3[CH:29]=[N:28][C:27]([N:30]4[CH2:31][CH2:32][O:33][CH2:34][CH2:35]4)=[CH:26][CH:25]=3)=[CH:16][CH:15]=2)[N:13]=1. (4) Given the reactants Cl[CH2:2][C:3]1[C:4]([S:9][CH:10]2[CH2:14][CH2:13][CH2:12][CH2:11]2)=[N:5][CH:6]=[CH:7][CH:8]=1.C([O:17][C:18]([CH:20]1[CH2:22][CH:21]1[C:23]1[CH:28]=[CH:27][C:26]([OH:29])=[C:25]([Cl:30])[CH:24]=1)=[O:19])C, predict the reaction product. The product is: [Cl:30][C:25]1[CH:24]=[C:23]([CH:21]2[CH2:22][CH:20]2[C:18]([OH:19])=[O:17])[CH:28]=[CH:27][C:26]=1[O:29][CH2:2][C:3]1[C:4]([S:9][CH:10]2[CH2:14][CH2:13][CH2:12][CH2:11]2)=[N:5][CH:6]=[CH:7][CH:8]=1.